The task is: Predict which catalyst facilitates the given reaction.. This data is from Catalyst prediction with 721,799 reactions and 888 catalyst types from USPTO. (1) Reactant: [Cl:1][C:2]1[CH:7]=[CH:6][C:5]([CH:8]2[CH2:16][CH2:15][CH2:14][C:13]3[C:9]2=[CH:10][N:11](S(C2C=CC(C)=CC=2)(=O)=O)[N:12]=3)=[CH:4][CH:3]=1.[OH-].[K+]. The catalyst class is: 5. Product: [Cl:1][C:2]1[CH:3]=[CH:4][C:5]([CH:8]2[CH2:16][CH2:15][CH2:14][C:13]3[C:9]2=[CH:10][NH:11][N:12]=3)=[CH:6][CH:7]=1. (2) Product: [F:1][C:2]1[CH:3]=[C:4]([C:8]2[C:12]3=[N:13][C:14]([Cl:39])=[CH:15][CH:16]=[C:11]3[NH:10][N:9]=2)[CH:5]=[CH:6][CH:7]=1. Reactant: [F:1][C:2]1[CH:3]=[C:4]([C:8]2[C:12]3=[N+:13]([O-])[CH:14]=[CH:15][CH:16]=[C:11]3[N:10](C(C3C=CC=CC=3)(C3C=CC=CC=3)C3C=CC=CC=3)[N:9]=2)[CH:5]=[CH:6][CH:7]=1.P(Cl)(Cl)([Cl:39])=O. The catalyst class is: 11. (3) Reactant: [NH:1]1[C:9]2[C:4](=[CH:5][CH:6]=[CH:7][CH:8]=2)[CH2:3][C:2]1=[O:10].[Cl-].[Al+3].[Cl-].[Cl-].Cl[C:16](=[O:21])[C:17]([O:19][CH3:20])=[O:18]. Product: [CH3:20][O:19][C:17](=[O:18])[C:16](=[O:21])[C:6]1[CH:5]=[C:4]2[C:9](=[CH:8][CH:7]=1)[NH:1][C:2](=[O:10])[CH2:3]2. The catalyst class is: 26. (4) Reactant: [CH2:1]([O:3][C:4](=[O:22])[CH2:5][C:6]1([C:15]2[CH:20]=[CH:19][C:18]([NH2:21])=[CH:17][CH:16]=2)[CH2:14][C:13]2[C:8](=[CH:9][CH:10]=[CH:11][CH:12]=2)[CH2:7]1)[CH3:2].[CH3:23][O:24][C:25]1[CH:26]=[C:27]([CH2:42][C:43](O)=[O:44])[CH:28]=[CH:29][C:30]=1[NH:31][C:32]([NH:34][C:35]1[CH:40]=[CH:39][CH:38]=[CH:37][C:36]=1[CH3:41])=[O:33].C(N(C(C)C)CC)(C)C.F[P-](F)(F)(F)(F)F.N1(OC(N(C)C)=[N+](C)C)C2N=CC=CC=2N=N1. Product: [CH2:1]([O:3][C:4](=[O:22])[CH2:5][C:6]1([C:15]2[CH:20]=[CH:19][C:18]([NH:21][C:43](=[O:44])[CH2:42][C:27]3[CH:28]=[CH:29][C:30]([NH:31][C:32]([NH:34][C:35]4[CH:40]=[CH:39][CH:38]=[CH:37][C:36]=4[CH3:41])=[O:33])=[C:25]([O:24][CH3:23])[CH:26]=3)=[CH:17][CH:16]=2)[CH2:7][C:8]2[C:13](=[CH:12][CH:11]=[CH:10][CH:9]=2)[CH2:14]1)[CH3:2]. The catalyst class is: 9. (5) Reactant: [Br:1][C:2]1[C:3]([O:5][C:6](=O)[C:7]=1[Br:8])=[O:4].[NH2:10][C:11]1[CH:16]=[CH:15][CH:14]=[CH:13][CH:12]=1. Product: [C:11]1([N:10]2[C:3](=[O:4])[C:2]([Br:1])=[C:7]([Br:8])[C:6]2=[O:5])[CH:16]=[CH:15][CH:14]=[CH:13][CH:12]=1. The catalyst class is: 52.